Dataset: Reaction yield outcomes from USPTO patents with 853,638 reactions. Task: Predict the reaction yield, written as a fraction of the theoretical maximum amount of product (1.0 means a 100% yield; for example, 0.34 means a 34% yield). The reactants are [CH3:1][C:2]1[CH:3]=[C:4]([CH:8]=[CH:9][C:10]=1[C:11]([N:13]1[CH2:17][CH2:16][CH2:15][CH2:14]1)=[O:12])[C:5]([OH:7])=O.CN(C(ON1N=NC2C=CC=CC1=2)=[N+](C)C)C.[B-](F)(F)(F)F.C(N(C(C)C)CC)(C)C.[C:49]([O:53][C:54]([NH:56][CH2:57][CH2:58][CH2:59][CH:60]([NH2:71])[C:61]1[NH:65][C:64]2[CH:66]=[CH:67][C:68]([Cl:70])=[CH:69][C:63]=2[N:62]=1)=[O:55])([CH3:52])([CH3:51])[CH3:50].ClCCl.CO.N.ClCl. The catalyst is O1CCCC1. The product is [C:49]([O:53][C:54]([NH:56][CH2:57][CH2:58][CH2:59][C@H:60]([NH:71][C:5](=[O:7])[C:4]1[CH:8]=[CH:9][C:10]([C:11]([N:13]2[CH2:17][CH2:16][CH2:15][CH2:14]2)=[O:12])=[C:2]([CH3:1])[CH:3]=1)[C:61]1[NH:65][C:64]2[CH:66]=[CH:67][C:68]([Cl:70])=[CH:69][C:63]=2[N:62]=1)=[O:55])([CH3:52])([CH3:50])[CH3:51]. The yield is 0.820.